Dataset: Peptide-MHC class I binding affinity with 185,985 pairs from IEDB/IMGT. Task: Regression. Given a peptide amino acid sequence and an MHC pseudo amino acid sequence, predict their binding affinity value. This is MHC class I binding data. (1) The peptide sequence is ALVCYIVMPV. The MHC is HLA-A02:01 with pseudo-sequence HLA-A02:01. The binding affinity (normalized) is 0.842. (2) The binding affinity (normalized) is 0.117. The MHC is HLA-B35:01 with pseudo-sequence HLA-B35:01. The peptide sequence is STLNFNNLY. (3) The peptide sequence is ATEGALNTPK. The MHC is HLA-A31:01 with pseudo-sequence HLA-A31:01. The binding affinity (normalized) is 0.266. (4) The peptide sequence is YMHGSIHEV. The MHC is HLA-A68:01 with pseudo-sequence HLA-A68:01. The binding affinity (normalized) is 0. (5) The peptide sequence is GHMMVIFRL. The MHC is HLA-A26:01 with pseudo-sequence HLA-A26:01. The binding affinity (normalized) is 0.0847. (6) The peptide sequence is HEFVDEFYA. The MHC is HLA-B44:02 with pseudo-sequence HLA-B44:02. The binding affinity (normalized) is 0.0916.